This data is from Blood-brain barrier permeability regression values from the B3DB database. The task is: Regression/Classification. Given a drug SMILES string, predict its absorption, distribution, metabolism, or excretion properties. Task type varies by dataset: regression for continuous measurements (e.g., permeability, clearance, half-life) or binary classification for categorical outcomes (e.g., BBB penetration, CYP inhibition). For this dataset (b3db_regression), we predict Y. (1) The drug is CN(C)CCCN1C2=CC=CC=C2CCC3=C1C=C(C=C3)Cl. The Y is 1.04 log(BB ratio). (2) The drug is CN(C)C1=[NH+]C=CC(=C1)C2=N[NH]C(=N2)N. The Y is -1.17 log(BB ratio). (3) The compound is CCC(CC(=O)N)(C1=CC=CC=C1)O. The Y is 0.0400 log(BB ratio). (4) The molecule is C1C2C(CN1)C3=C(C=CC(=C3)Cl)OC4=CC=CC=C24. The Y is 0.390 log(BB ratio).